Dataset: Forward reaction prediction with 1.9M reactions from USPTO patents (1976-2016). Task: Predict the product of the given reaction. (1) Given the reactants [Cl:1][C:2]1[C:3]([C:26]([F:29])([F:28])[F:27])=[N:4][N:5]([CH2:8][C:9]([N:11]2[CH2:16][CH2:15][C:14]([C:19]3[CH:24]=[CH:23][C:22]([Cl:25])=[CH:21][CH:20]=3)([C:17]#[N:18])[CH2:13][CH2:12]2)=[O:10])[C:6]=1[CH3:7].[BH4-].[Na+], predict the reaction product. The product is: [NH2:18][CH2:17][C:14]1([C:19]2[CH:24]=[CH:23][C:22]([Cl:25])=[CH:21][CH:20]=2)[CH2:13][CH2:12][N:11]([C:9](=[O:10])[CH2:8][N:5]2[C:6]([CH3:7])=[C:2]([Cl:1])[C:3]([C:26]([F:27])([F:29])[F:28])=[N:4]2)[CH2:16][CH2:15]1. (2) Given the reactants [CH3:1][N:2]([CH3:26])[C:3](=[O:25])[O:4][C:5]1[CH:10]=[CH:9][CH:8]=[C:7]([NH:11][C:12]([C:14]2([O:20][CH2:21][CH2:22][O:23][CH3:24])[CH2:19][CH2:18][NH:17][CH2:16][CH2:15]2)=[O:13])[CH:6]=1.C(N(CC)C(C)C)(C)C.Cl[C:37]1[C:38]2[C:45]([CH3:46])=[CH:44][NH:43][C:39]=2[N:40]=[CH:41][N:42]=1, predict the reaction product. The product is: [CH3:26][N:2]([CH3:1])[C:3](=[O:25])[O:4][C:5]1[CH:10]=[CH:9][CH:8]=[C:7]([NH:11][C:12]([C:14]2([O:20][CH2:21][CH2:22][O:23][CH3:24])[CH2:19][CH2:18][N:17]([C:37]3[C:38]4[C:45]([CH3:46])=[CH:44][NH:43][C:39]=4[N:40]=[CH:41][N:42]=3)[CH2:16][CH2:15]2)=[O:13])[CH:6]=1. (3) Given the reactants [C:1]([O:5][C:6]([NH:8][C@@H:9]([C:51]([CH3:55])([CH3:54])[CH2:52][OH:53])[C:10]([NH:12][C@@H:13]([CH2:44][C:45]1[CH:50]=[CH:49][CH:48]=[CH:47][CH:46]=1)[C@@H:14]([OH:43])[CH2:15][C@@H:16]([NH:30][C:31](=[O:42])[C@H:32]([C:38]([CH3:41])([CH3:40])[CH3:39])[NH:33][C:34]([O:36][CH3:37])=[O:35])[CH2:17][C:18]1[CH:23]=[CH:22][C:21]([C:24]2[CH:29]=[CH:28][CH:27]=[CH:26][N:25]=2)=[CH:20][CH:19]=1)=[O:11])=[O:7])(C)(C)C.FC(F)(F)C(O)=O.C(N(C(C)C)CC)(C)C.ClC(OC)=O, predict the reaction product. The product is: [CH3:1][O:5][C:6](=[O:7])[NH:8][C@@H:9]([C:51]([CH3:55])([CH3:54])[CH2:52][OH:53])[C:10](=[O:11])[NH:12][C@@H:13]([CH2:44][C:45]1[CH:46]=[CH:47][CH:48]=[CH:49][CH:50]=1)[C@@H:14]([OH:43])[CH2:15][C@H:16]([CH2:17][C:18]1[CH:23]=[CH:22][C:21]([C:24]2[CH:29]=[CH:28][CH:27]=[CH:26][N:25]=2)=[CH:20][CH:19]=1)[NH:30][C:31](=[O:42])[C@H:32]([C:38]([CH3:41])([CH3:40])[CH3:39])[NH:33][C:34](=[O:35])[O:36][CH3:37]. (4) Given the reactants C(Cl)(=O)C.[C:5]([CH:7]([CH:12]([C:18]1[CH:23]=[CH:22][C:21]([F:24])=[C:20]([C:25]([F:28])([F:27])[F:26])[CH:19]=1)[CH2:13][C:14](OC)=[O:15])[C:8]([O:10]C)=[O:9])#[N:6].[H][H].C(=O)([O-])[O-].[K+].[K+].Cl, predict the reaction product. The product is: [F:24][C:21]1[CH:22]=[CH:23][C:18]([C@@H:12]2[CH2:13][C:14](=[O:15])[NH:6][CH2:5][C@H:7]2[C:8]([OH:10])=[O:9])=[CH:19][C:20]=1[C:25]([F:28])([F:27])[F:26]. (5) Given the reactants [CH:1]1([CH:6]([NH:17][C:18]2[CH:26]=[CH:25][C:21]([C:22](O)=[O:23])=[CH:20][CH:19]=2)[C:7]2[S:8][C:9]3[CH:16]=[CH:15][CH:14]=[CH:13][C:10]=3[C:11]=2[CH3:12])[CH2:5][CH2:4][CH2:3][CH2:2]1.[CH3:27][NH:28][CH2:29][CH2:30][C:31]([O:33][CH2:34][CH3:35])=[O:32].O.ON1C2C=CC=CC=2N=N1.Cl.C(N=C=NCCCN(C)C)C.[Cl-].[NH4+], predict the reaction product. The product is: [CH:1]1([CH:6]([NH:17][C:18]2[CH:26]=[CH:25][C:21]([C:22]([N:28]([CH3:27])[CH2:29][CH2:30][C:31]([O:33][CH2:34][CH3:35])=[O:32])=[O:23])=[CH:20][CH:19]=2)[C:7]2[S:8][C:9]3[CH:16]=[CH:15][CH:14]=[CH:13][C:10]=3[C:11]=2[CH3:12])[CH2:5][CH2:4][CH2:3][CH2:2]1. (6) Given the reactants C[O:2][C:3]1[N:8]=[C:7]2[CH:9]=[CH:10][N:11]([Si](C(C)C)(C(C)C)C(C)C)[C:6]2=[CH:5][C:4]=1[CH:22]1[CH2:27][CH2:26][N:25](C(OC(C)(C)C)=O)[CH2:24][CH2:23]1.[Si](I)(C)(C)C, predict the reaction product. The product is: [NH:25]1[CH2:24][CH2:23][CH:22]([C:4]2[C:3](=[O:2])[NH:8][C:7]3[CH:9]=[CH:10][NH:11][C:6]=3[CH:5]=2)[CH2:27][CH2:26]1. (7) Given the reactants [CH:1]1([O:6][C:7]2[CH:8]=[C:9]([CH:13]=[CH:14][C:15]=2[O:16][CH3:17])[CH:10]=[N:11][OH:12])[CH2:5][CH2:4][CH2:3][CH2:2]1.[CH3:18][O:19][C:20](=[O:28])[C:21]([CH2:23][C:24]([O:26][CH3:27])=[O:25])=[CH2:22].Cl[O-].[Na+], predict the reaction product. The product is: [CH3:18][O:19][C:20]([C:21]1([CH2:23][C:24]([O:26][CH3:27])=[O:25])[O:12][N:11]=[C:10]([C:9]2[CH:13]=[CH:14][C:15]([O:16][CH3:17])=[C:7]([O:6][CH:1]3[CH2:2][CH2:3][CH2:4][CH2:5]3)[CH:8]=2)[CH2:22]1)=[O:28].